From a dataset of CYP2C19 inhibition data for predicting drug metabolism from PubChem BioAssay. Regression/Classification. Given a drug SMILES string, predict its absorption, distribution, metabolism, or excretion properties. Task type varies by dataset: regression for continuous measurements (e.g., permeability, clearance, half-life) or binary classification for categorical outcomes (e.g., BBB penetration, CYP inhibition). Dataset: cyp2c19_veith. (1) The molecule is Nc1nc2c(ncn2[C@@H]2C=C[C@@H](CO)C2)c(=O)[nH]1. The result is 0 (non-inhibitor). (2) The drug is COc1ccc(CNc2cc(-c3cccc(C#N)c3)ncn2)c(OC)c1. The result is 1 (inhibitor). (3) The molecule is COc1cccc(Nc2ncc3nc(-c4cccs4)c(=O)n(-c4ccccc4)c3n2)c1. The result is 0 (non-inhibitor).